The task is: Predict the product of the given reaction.. This data is from Forward reaction prediction with 1.9M reactions from USPTO patents (1976-2016). (1) The product is: [Cl:1][C:2]1[CH:10]=[CH:9][C:8]2[N:7]([CH2:25][CH2:24][C:22]3[CH:21]=[CH:20][C:19](=[O:26])[N:18]([C:17]([F:28])([F:16])[F:27])[CH:23]=3)[C:6]3[CH2:11][CH2:12][N:13]([CH3:15])[CH2:14][C:5]=3[C:4]=2[CH:3]=1. Given the reactants [Cl:1][C:2]1[CH:10]=[CH:9][C:8]2[NH:7][C:6]3[CH2:11][CH2:12][N:13]([CH3:15])[CH2:14][C:5]=3[C:4]=2[CH:3]=1.[F:16][C:17]([F:28])([F:27])[N:18]1[CH:23]=[C:22]([CH:24]=[CH2:25])[CH:21]=[CH:20][C:19]1=[O:26].[OH-].[K+], predict the reaction product. (2) Given the reactants Br.[NH2:2][C:3]1[C:4]([OH:17])=[C:5]([C:9]2[CH:10]=[C:11]([C:14]([OH:16])=[O:15])[O:12][CH:13]=2)[CH:6]=[CH:7][CH:8]=1.[N:18]([O-])=O.[Na+].[CH2:22]1[C:30]2[C:25](=[CH:26][C:27]([N:31]3[C:35](=[O:36])[CH2:34][C:33]([CH3:37])=[N:32]3)=[CH:28][CH:29]=2)[CH2:24][CH2:23]1.C(=O)(O)[O-].[Na+], predict the reaction product. The product is: [OH:17][C:4]1[C:3]([NH:2][N:18]=[C:34]2[C:35](=[O:36])[N:31]([C:27]3[CH:26]=[C:25]4[C:30](=[CH:29][CH:28]=3)[CH2:22][CH2:23][CH2:24]4)[N:32]=[C:33]2[CH3:37])=[CH:8][CH:7]=[CH:6][C:5]=1[C:9]1[CH:10]=[C:11]([C:14]([OH:16])=[O:15])[O:12][CH:13]=1. (3) Given the reactants [F:1][C:2]1[CH:7]=[C:6]([F:8])[CH:5]=[CH:4][C:3]=1[C:9]1[N:10]=[C:11]([C:14]2[CH:19]=[CH:18][CH:17]=[C:16]([C:20]([F:23])([F:22])[F:21])[CH:15]=2)[NH:12][CH:13]=1.C=O.[NH:26]1[CH2:31][CH2:30][O:29][CH2:28][CH2:27]1.N1C=CN=[CH:33]1, predict the reaction product. The product is: [F:1][C:2]1[CH:7]=[C:6]([F:8])[CH:5]=[CH:4][C:3]=1[C:9]1[NH:10][C:11]([C:14]2[CH:19]=[CH:18][CH:17]=[C:16]([C:20]([F:22])([F:23])[F:21])[CH:15]=2)=[N:12][C:13]=1[CH2:33][N:26]1[CH2:31][CH2:30][O:29][CH2:28][CH2:27]1. (4) Given the reactants [Br:1][C:2]1[CH:3]=[C:4]([C@:8]2([CH3:20])[CH2:13][O:12][C@@:11]([CH3:18])([C:14]([F:17])([F:16])[F:15])[C:10]([NH2:19])=[N:9]2)[CH:5]=[CH:6][CH:7]=1.[CH3:21][C:22]([O:25][C:26](O[C:26]([O:25][C:22]([CH3:24])([CH3:23])[CH3:21])=[O:27])=[O:27])([CH3:24])[CH3:23].CCN(CC)CC, predict the reaction product. The product is: [C:22]([O:25][C:26](=[O:27])[NH:19][C:10]1[C@:11]([CH3:18])([C:14]([F:16])([F:17])[F:15])[O:12][CH2:13][C@:8]([C:4]2[CH:5]=[CH:6][CH:7]=[C:2]([Br:1])[CH:3]=2)([CH3:20])[N:9]=1)([CH3:24])([CH3:23])[CH3:21]. (5) Given the reactants C[O-].[Na+].CN(C)/[CH:6]=[C:7](/[C:15]1[CH:20]=[CH:19][N:18]=[C:17]([S:21][CH3:22])[N:16]=1)\[C:8]([C:10]1[O:11][CH:12]=[CH:13][CH:14]=1)=O.[C:24]([CH2:26][C:27]([NH2:29])=[O:28])#[N:25], predict the reaction product. The product is: [O:11]1[CH:12]=[CH:13][CH:14]=[C:10]1[C:8]1[NH:29][C:27](=[O:28])[C:26]([C:24]#[N:25])=[CH:6][C:7]=1[C:15]1[CH:20]=[CH:19][N:18]=[C:17]([S:21][CH3:22])[N:16]=1. (6) Given the reactants [C:1]([C:3]1[CH:4]=[C:5](B(O)O)[CH:6]=[CH:7][CH:8]=1)#[N:2].Cl[C:13]1[C:22]2[C:17](=[CH:18][CH:19]=[CH:20][CH:21]=2)[C:16]([NH:23][C:24]2[CH:29]=[CH:28][C:27]([O:30][C:31]3[C:40]4[C:35](=[CH:36][C:37]([O:41][CH3:42])=[CH:38][N:39]=4)[N:34]=[CH:33][CH:32]=3)=[CH:26][CH:25]=2)=[N:15][N:14]=1.C(=O)([O-])[O-].[Na+].[Na+], predict the reaction product. The product is: [CH3:42][O:41][C:37]1[CH:36]=[C:35]2[C:40]([C:31]([O:30][C:27]3[CH:28]=[CH:29][C:24]([NH:23][C:16]4[C:17]5[C:22](=[CH:21][CH:20]=[CH:19][CH:18]=5)[C:13]([C:7]5[CH:8]=[C:3]([CH:4]=[CH:5][CH:6]=5)[C:1]#[N:2])=[N:14][N:15]=4)=[CH:25][CH:26]=3)=[CH:32][CH:33]=[N:34]2)=[N:39][CH:38]=1. (7) Given the reactants [C:1]1(C)C=CC(S(O)(=O)=O)=C[CH:2]=1.Br[C:13]1[C:22]([CH2:23][N:24]2[CH:28]=[CH:27][CH:26]=[N:25]2)=[CH:21][C:20]2[C:19]([CH3:30])([CH3:29])[CH2:18][CH2:17][C:16]([CH3:32])([CH3:31])[C:15]=2[CH:14]=1.COC([SiH3])=C(OC)OC.C(N(CC)CC)C, predict the reaction product. The product is: [CH:1]([C:13]1[C:22]([CH2:23][N:24]2[CH:28]=[CH:27][CH:26]=[N:25]2)=[CH:21][C:20]2[C:19]([CH3:30])([CH3:29])[CH2:18][CH2:17][C:16]([CH3:32])([CH3:31])[C:15]=2[CH:14]=1)=[CH2:2]. (8) The product is: [CH2:1]([C:5]1[CH:10]=[CH:9][C:8]([NH:11][S:12]([C:15]2[CH:16]=[CH:17][C:18]([CH3:36])=[C:19]([C:20]([N:22]3[CH2:23][CH2:24][NH:25][CH2:26][CH2:27]3)=[O:21])[CH:35]=2)(=[O:13])=[O:14])=[CH:7][CH:6]=1)[CH2:2][CH2:3][CH3:4]. Given the reactants [CH2:1]([C:5]1[CH:10]=[CH:9][C:8]([NH:11][S:12]([C:15]2[CH:16]=[CH:17][C:18]([CH3:36])=[C:19]([CH:35]=2)[C:20]([N:22]2[CH2:27][CH2:26][N:25](C(OC(C)(C)C)=O)[CH2:24][CH2:23]2)=[O:21])(=[O:14])=[O:13])=[CH:7][CH:6]=1)[CH2:2][CH2:3][CH3:4], predict the reaction product.